Dataset: Full USPTO retrosynthesis dataset with 1.9M reactions from patents (1976-2016). Task: Predict the reactants needed to synthesize the given product. (1) Given the product [CH:16]1([N:8]2[C:6]3[N:7]=[C:2]([NH:33][C:30]4[CH:29]=[CH:28][C:27]([N:26]5[CH2:25][CH2:24][N:23]6[CH2:34][CH2:35][CH2:36][CH:22]6[CH2:21]5)=[CH:32][N:31]=4)[N:3]=[CH:4][C:5]=3[CH:10]=[C:9]2[C:11]([N:13]([CH3:15])[CH3:14])=[O:12])[CH2:20][CH2:19][CH2:18][CH2:17]1, predict the reactants needed to synthesize it. The reactants are: Cl[C:2]1[N:3]=[CH:4][C:5]2[CH:10]=[C:9]([C:11]([N:13]([CH3:15])[CH3:14])=[O:12])[N:8]([CH:16]3[CH2:20][CH2:19][CH2:18][CH2:17]3)[C:6]=2[N:7]=1.[CH2:21]1[N:26]([C:27]2[CH:28]=[CH:29][C:30]([NH2:33])=[N:31][CH:32]=2)[CH2:25][CH2:24][N:23]2[CH2:34][CH2:35][CH2:36][CH:22]12. (2) Given the product [C:42]([C:2]1[N:3]=[C:4]([C:30]2[CH:35]=[CH:34][C:33]([C:36]([F:38])([F:39])[F:37])=[CH:32][C:31]=2[O:40][CH3:41])[C:5]2[C:10]([CH:11]=1)=[CH:9][C:8]([S:12]([NH:15][C:16]1[S:17][CH:18]=[CH:19][N:20]=1)(=[O:14])=[O:13])=[CH:7][CH:6]=2)#[N:43], predict the reactants needed to synthesize it. The reactants are: Cl[C:2]1[N:3]=[C:4]([C:30]2[CH:35]=[CH:34][C:33]([C:36]([F:39])([F:38])[F:37])=[CH:32][C:31]=2[O:40][CH3:41])[C:5]2[C:10]([CH:11]=1)=[CH:9][C:8]([S:12]([N:15](CC1C=CC(OC)=CC=1)[C:16]1[S:17][CH:18]=[CH:19][N:20]=1)(=[O:14])=[O:13])=[CH:7][CH:6]=2.[C:42]([Zn]C#N)#[N:43].C(P(C(C)(C)C)C1C=CC2C(=CC=CC=2)C=1C1C2C(=CC=CC=2)C=CC=1)(C)(C)C. (3) Given the product [CH2:13]([S:12][C:5]1[N:4]=[CH:3][C:2]([NH:1][C:20](=[O:21])[C:22]([F:25])([F:24])[F:23])=[CH:11][C:6]=1[C:7]([O:9][CH3:10])=[O:8])[C:14]1[CH:19]=[CH:18][CH:17]=[CH:16][CH:15]=1, predict the reactants needed to synthesize it. The reactants are: [NH2:1][C:2]1[CH:3]=[N:4][C:5]([S:12][CH2:13][C:14]2[CH:19]=[CH:18][CH:17]=[CH:16][CH:15]=2)=[C:6]([CH:11]=1)[C:7]([O:9][CH3:10])=[O:8].[C:20](O[C:20]([C:22]([F:25])([F:24])[F:23])=[O:21])([C:22]([F:25])([F:24])[F:23])=[O:21]. (4) Given the product [F:9][C:5]1[CH:4]=[C:3]([C:1]#[C:2][C:11]2[CH:12]=[C:13]([CH:17]=[C:18]([O:22][CH3:23])[C:19]=2[O:20][CH3:21])[C:14]([OH:16])=[O:15])[CH:8]=[CH:7][CH:6]=1, predict the reactants needed to synthesize it. The reactants are: [C:1]([C:3]1[CH:8]=[CH:7][CH:6]=[C:5]([F:9])[CH:4]=1)#[CH:2].I[C:11]1[CH:12]=[C:13]([CH:17]=[C:18]([O:22][CH3:23])[C:19]=1[O:20][CH3:21])[C:14]([OH:16])=[O:15]. (5) Given the product [CH2:16]([O:1][C:2]1[CH:3]=[CH:4][C:5]([CH2:12][Cl:13])=[C:6]2[C:11]=1[N:10]=[CH:9][CH:8]=[CH:7]2)[CH:15]=[CH2:14], predict the reactants needed to synthesize it. The reactants are: [OH:1][C:2]1[CH:3]=[CH:4][C:5]([CH2:12][Cl:13])=[C:6]2[C:11]=1[N:10]=[CH:9][CH:8]=[CH:7]2.[CH2:14](Br)[CH:15]=[CH2:16].C(=O)([O-])[O-].[K+].[K+]. (6) The reactants are: [C:1]([C:3]1[C:4]([C:21]([F:24])([F:23])[F:22])=[C:5]2[C:9](=[CH:10][CH:11]=1)[N:8]([CH2:12]/[C:13](=[N:16]/[H])/[NH:14][OH:15])[C:7]([CH2:18][CH2:19][CH3:20])=[CH:6]2)#[N:2].[C:25]([C:27]1[CH:28]=[C:29]([CH:33]=[CH:34][CH:35]=1)[C:30](Cl)=O)#[N:26].C(N(CC)C(C)C)(C)C. Given the product [C:25]([C:27]1[CH:28]=[C:29]([C:30]2[O:15][N:14]=[C:13]([CH2:12][N:8]3[C:9]4[C:5](=[C:4]([C:21]([F:24])([F:23])[F:22])[C:3]([C:1]#[N:2])=[CH:11][CH:10]=4)[CH:6]=[C:7]3[CH2:18][CH2:19][CH3:20])[N:16]=2)[CH:33]=[CH:34][CH:35]=1)#[N:26], predict the reactants needed to synthesize it. (7) Given the product [CH2:30]([O:34][C:35]1[CH:60]=[CH:59][C:38]([C:39]([NH:41][C:42]2[CH:47]=[CH:46][C:45]([C:48]3[S:52][C:51]([CH2:53][CH2:54][C:55]([OH:57])=[O:56])=[N:50][CH:49]=3)=[CH:44][CH:43]=2)=[O:40])=[CH:37][CH:36]=1)[CH2:31][CH2:32][CH3:33], predict the reactants needed to synthesize it. The reactants are: C(C1C=CC(C(NC2C=CC(C3SC(CCC(O)=O)=NC=3)=CC=2)=O)=CC=1)(C)(C)C.[CH2:30]([O:34][C:35]1[CH:60]=[CH:59][C:38]([C:39]([NH:41][C:42]2[CH:47]=[CH:46][C:45]([C:48]3[S:52][C:51]([CH2:53][CH2:54][C:55]([O:57]C)=[O:56])=[N:50][CH:49]=3)=[CH:44][CH:43]=2)=[O:40])=[CH:37][CH:36]=1)[CH2:31][CH2:32][CH3:33]. (8) Given the product [CH3:13][O:12][C:10]([C:8]1[S:9][C:5](/[CH:4]=[CH:3]\[CH2:2][NH:23][C@H:24]([CH2:32][CH2:33][C:34]([O:36][C:37]([CH3:40])([CH3:39])[CH3:38])=[O:35])[C:25]([O:27][C:28]([CH3:31])([CH3:30])[CH3:29])=[O:26])=[CH:6][CH:7]=1)=[O:11], predict the reactants needed to synthesize it. The reactants are: Br[CH2:2]/[CH:3]=[CH:4]\[C:5]1[S:9][C:8]([C:10]([O:12][CH3:13])=[O:11])=[CH:7][CH:6]=1.COC(=O)CC1C=CC(C[NH:23][C@H:24]([CH2:32][CH2:33][C:34]([O:36][C:37]([CH3:40])([CH3:39])[CH3:38])=[O:35])[C:25]([O:27][C:28]([CH3:31])([CH3:30])[CH3:29])=[O:26])=CC=1.